Dataset: NCI-60 drug combinations with 297,098 pairs across 59 cell lines. Task: Regression. Given two drug SMILES strings and cell line genomic features, predict the synergy score measuring deviation from expected non-interaction effect. (1) Drug 1: C1CCN(CC1)CCOC2=CC=C(C=C2)C(=O)C3=C(SC4=C3C=CC(=C4)O)C5=CC=C(C=C5)O. Drug 2: CN(C)N=NC1=C(NC=N1)C(=O)N. Cell line: K-562. Synergy scores: CSS=15.7, Synergy_ZIP=12.6, Synergy_Bliss=13.9, Synergy_Loewe=12.7, Synergy_HSA=12.8. (2) Drug 1: CC1CCC2CC(C(=CC=CC=CC(CC(C(=O)C(C(C(=CC(C(=O)CC(OC(=O)C3CCCCN3C(=O)C(=O)C1(O2)O)C(C)CC4CCC(C(C4)OC)OCCO)C)C)O)OC)C)C)C)OC. Drug 2: C#CCC(CC1=CN=C2C(=N1)C(=NC(=N2)N)N)C3=CC=C(C=C3)C(=O)NC(CCC(=O)O)C(=O)O. Cell line: UACC62. Synergy scores: CSS=57.3, Synergy_ZIP=5.86, Synergy_Bliss=0.821, Synergy_Loewe=-16.6, Synergy_HSA=-0.282. (3) Drug 1: CCN(CC)CCNC(=O)C1=C(NC(=C1C)C=C2C3=C(C=CC(=C3)F)NC2=O)C. Drug 2: CCN(CC)CCCC(C)NC1=C2C=C(C=CC2=NC3=C1C=CC(=C3)Cl)OC. Cell line: MDA-MB-231. Synergy scores: CSS=11.0, Synergy_ZIP=-6.64, Synergy_Bliss=-4.63, Synergy_Loewe=-7.98, Synergy_HSA=-2.14. (4) Drug 1: CC1=CC2C(CCC3(C2CCC3(C(=O)C)OC(=O)C)C)C4(C1=CC(=O)CC4)C. Drug 2: CCN(CC)CCNC(=O)C1=C(NC(=C1C)C=C2C3=C(C=CC(=C3)F)NC2=O)C. Cell line: SNB-19. Synergy scores: CSS=-4.80, Synergy_ZIP=4.59, Synergy_Bliss=3.42, Synergy_Loewe=-4.29, Synergy_HSA=-4.87. (5) Synergy scores: CSS=46.7, Synergy_ZIP=-6.36, Synergy_Bliss=-5.57, Synergy_Loewe=-0.673, Synergy_HSA=1.44. Drug 1: C1CCC(CC1)NC(=O)N(CCCl)N=O. Drug 2: CC1C(C(CC(O1)OC2CC(CC3=C2C(=C4C(=C3O)C(=O)C5=CC=CC=C5C4=O)O)(C(=O)C)O)N)O. Cell line: SNB-75.